This data is from Reaction yield outcomes from USPTO patents with 853,638 reactions. The task is: Predict the reaction yield, written as a fraction of the theoretical maximum amount of product (1.0 means a 100% yield; for example, 0.34 means a 34% yield). (1) The reactants are [NH2:1][C:2]1[CH:3]=[CH:4][C:5]([CH3:17])=[C:6]([B:8]2[O:16][C:13]([CH3:15])([CH3:14])[C:10]([CH3:12])([CH3:11])[O:9]2)[CH:7]=1.[CH3:18][N:19]1[CH2:24][CH2:23][N:22]([CH2:25][C:26]2[CH:34]=[CH:33][C:29]([C:30](O)=[O:31])=[CH:28][CH:27]=2)[CH2:21][CH2:20]1.F[P-](F)(F)(F)(F)F.N1(O[P+](N2CCCC2)(N2CCCC2)N2CCCC2)C2N=CC=CC=2N=N1.C(N(C(C)C)C(C)C)C. The catalyst is CN(C=O)C.O. The product is [CH3:17][C:5]1[CH:4]=[CH:3][C:2]([NH:1][C:30](=[O:31])[C:29]2[CH:28]=[CH:27][C:26]([CH2:25][N:22]3[CH2:21][CH2:20][N:19]([CH3:18])[CH2:24][CH2:23]3)=[CH:34][CH:33]=2)=[CH:7][C:6]=1[B:8]1[O:16][C:13]([CH3:15])([CH3:14])[C:10]([CH3:11])([CH3:12])[O:9]1. The yield is 0.240. (2) The reactants are [F:1][C:2]([F:17])([F:16])[CH:3]([C:5]1[CH:10]=[CH:9][C:8]([C:11]2[CH:15]=[CH:14][O:13][CH:12]=2)=[CH:7][CH:6]=1)[OH:4].[NH2:18][C:19]1[N:24]=[C:23](Cl)[CH:22]=[C:21]([Cl:26])[N:20]=1.C(=O)([O-])[O-].[Cs+].[Cs+].O1CCOCC1. The catalyst is C(OCC)(=O)C. The product is [Cl:26][C:21]1[CH:22]=[C:23]([O:4][CH:3]([C:5]2[CH:6]=[CH:7][C:8]([C:11]3[CH:15]=[CH:14][O:13][CH:12]=3)=[CH:9][CH:10]=2)[C:2]([F:1])([F:16])[F:17])[N:24]=[C:19]([NH2:18])[N:20]=1. The yield is 0.720. (3) The reactants are [NH2:1][C:2]1[CH:3]=[C:4]([CH:7]=[CH:8][C:9]=1Cl)[C:5]#[N:6].[C:11](=[S:16])(OCC)[S-:12].[K+].Cl. The catalyst is CN(C=O)C.O. The product is [C:5]([C:4]1[CH:7]=[CH:8][C:9]2[S:12][C:11]([SH:16])=[N:1][C:2]=2[CH:3]=1)#[N:6]. The yield is 0.760. (4) The reactants are Br[C:2]1[CH:7]=[CH:6][C:5](/[CH:8]=[C:9](\Cl)/[C:10]2[CH:15]=[CH:14][C:13]([CH2:16][CH2:17][CH2:18][CH2:19][CH2:20][CH3:21])=[CH:12][CH:11]=2)=[CH:4][CH:3]=1.[OH-].[K+].[O:25]1CCOC[CH2:26]1. The catalyst is CO.O. The product is [CH2:16]([C:13]1[CH:14]=[CH:15][C:10]([C:9]#[C:8][C:5]2[CH:6]=[CH:7][C:2]([CH:26]=[O:25])=[CH:3][CH:4]=2)=[CH:11][CH:12]=1)[CH2:17][CH2:18][CH2:19][CH2:20][CH3:21]. The yield is 0.920. (5) The reactants are C[N:2]([CH3:19])[CH:3]=[CH:4][C:5]([C:7]1[CH:8]=[C:9]([N:13]([CH2:17][CH3:18])[C:14](=[O:16])[CH3:15])[CH:10]=[CH:11][CH:12]=1)=O.N[C:21]1[C:25]([C:26]#[N:27])=C[NH:23][N:22]=1.Cl. The catalyst is O.CO. The product is [CH3:18][CH2:17][N:13]([C:14]([CH3:15])=[O:16])[C:9]1[CH:10]=[CH:11][CH:12]=[C:7]([C:5]2[N:23]3[N:22]=[CH:21][C:25]([C:26]#[N:27])=[C:19]3[N:2]=[CH:3][CH:4]=2)[CH:8]=1. The yield is 0.918. (6) The reactants are Br[C:2]1[CH:7]=[C:6]([CH3:8])[N:5]=[C:4]([CH3:9])[CH:3]=1.[Br:10][C:11]1[CH:16]=[CH:15][C:14]([OH:17])=[CH:13][C:12]=1[F:18].C(=O)([O-])[O-].[K+].[K+]. The catalyst is CCOC(C)=O. The product is [Br:10][C:11]1[CH:16]=[CH:15][C:14]([O:17][C:2]2[CH:7]=[C:6]([CH3:8])[N:5]=[C:4]([CH3:9])[CH:3]=2)=[CH:13][C:12]=1[F:18]. The yield is 0.720. (7) The reactants are [NH2:1][C:2]1[CH:7]=[CH:6][C:5]([N+:8]([O-:10])=[O:9])=[CH:4][C:3]=1[OH:11].Br[CH:13]1[CH2:17][CH2:16][O:15][C:14]1=[O:18].C(=O)([O-])[O-].[K+].[K+]. The catalyst is CN(C=O)C. The product is [OH:18][CH2:14][CH2:13][CH:17]1[C:16](=[O:15])[NH:1][C:2]2[CH:7]=[CH:6][C:5]([N+:8]([O-:10])=[O:9])=[CH:4][C:3]=2[O:11]1. The yield is 0.809.